This data is from Catalyst prediction with 721,799 reactions and 888 catalyst types from USPTO. The task is: Predict which catalyst facilitates the given reaction. (1) Reactant: [CH3:1][O:2][C:3]1[CH:17]=[CH:16][C:6]([C:7]([N:9]2[CH2:14][CH2:13][NH:12][C:11](=[O:15])[CH2:10]2)=[O:8])=[CH:5][C:4]=1[C:18]#[C:19][C:20]1[CH:25]=[CH:24][CH:23]=[CH:22][N:21]=1.C[Si]([N-][Si](C)(C)C)(C)C.[K+].[C:36]1([CH3:42])[CH:41]=[CH:40][CH:39]=[CH:38][CH:37]=1.C1C=CC(CBr)=CC=1. Product: [CH2:42]([N:12]1[CH2:13][CH2:14][N:9]([C:7](=[O:8])[C:6]2[CH:16]=[CH:17][C:3]([O:2][CH3:1])=[C:4]([C:18]#[C:19][C:20]3[CH:25]=[CH:24][CH:23]=[CH:22][N:21]=3)[CH:5]=2)[CH2:10][C:11]1=[O:15])[C:36]1[CH:41]=[CH:40][CH:39]=[CH:38][CH:37]=1. The catalyst class is: 3. (2) Reactant: [Cl:1][C:2]1[CH:10]=[CH:9][CH:8]=[C:7]2[C:3]=1[C:4]([C:15]([OH:17])=O)=[CH:5][N:6]2[CH2:11][CH2:12][O:13][CH3:14].Cl.[NH2:19][CH2:20][C:21]1([OH:27])[CH2:26][CH2:25][CH2:24][CH2:23][CH2:22]1.C(Cl)CCl.N1(O)C2C=CC=CC=2N=N1.CCN(C(C)C)C(C)C. Product: [OH:27][C:21]1([CH2:20][NH:19][C:15]([C:4]2[C:3]3[C:7](=[CH:8][CH:9]=[CH:10][C:2]=3[Cl:1])[N:6]([CH2:11][CH2:12][O:13][CH3:14])[CH:5]=2)=[O:17])[CH2:26][CH2:25][CH2:24][CH2:23][CH2:22]1. The catalyst class is: 1. (3) Product: [CH2:38]1[O:39][C:33]2[CH:32]=[C:31]3[C:36]([C:27]([N:26]([CH2:25][CH2:24][N:23]([CH2:40][CH3:41])[CH2:21][CH3:22])[C:10](=[O:12])[C:9]4[CH:13]=[C:14]([O:19][CH3:20])[C:15]([O:17][CH3:18])=[CH:16][C:8]=4[I:7])=[CH:28][CH:29]=[N:30]3)=[CH:35][C:34]=2[O:37]1. Reactant: C(Cl)(=O)C(Cl)=O.[I:7][C:8]1[CH:16]=[C:15]([O:17][CH3:18])[C:14]([O:19][CH3:20])=[CH:13][C:9]=1[C:10]([OH:12])=O.[CH2:21]([N:23]([CH2:40][CH3:41])[CH2:24][CH2:25][NH:26][C:27]1[C:36]2[C:31](=[CH:32][C:33]3[O:39][CH2:38][O:37][C:34]=3[CH:35]=2)[N:30]=[CH:29][CH:28]=1)[CH3:22].C(N(CC)CC)C. The catalyst class is: 2. (4) Reactant: [Br:1][C:2]1[CH:3]=[C:4]([OH:9])[CH:5]=[CH:6][C:7]=1[CH3:8].[N:10]#[C:11]Br. Product: [Br:1][C:2]1[CH:3]=[C:4]([O:9][C:11]#[N:10])[CH:5]=[CH:6][C:7]=1[CH3:8]. The catalyst class is: 2.